This data is from Catalyst prediction with 721,799 reactions and 888 catalyst types from USPTO. The task is: Predict which catalyst facilitates the given reaction. Reactant: [CH2:1]([C@H:8]1[CH2:12][O:11][C:10](=[O:13])[N:9]1[C:14](=[O:24])[CH2:15][C:16]1[CH:21]=[CH:20][C:19]([Br:22])=[CH:18][C:17]=1[CH3:23])[C:2]1[CH:7]=[CH:6][CH:5]=[CH:4][CH:3]=1.CCN(C(C)C)C(C)C.Cl[CH2:35][O:36][CH2:37][C:38]1[CH:43]=[CH:42][CH:41]=[CH:40][CH:39]=1. Product: [CH2:1]([C@H:8]1[CH2:12][O:11][C:10](=[O:13])[N:9]1[C:14](=[O:24])[C@H:15]([C:16]1[CH:21]=[CH:20][C:19]([Br:22])=[CH:18][C:17]=1[CH3:23])[CH2:35][O:36][CH2:37][C:38]1[CH:43]=[CH:42][CH:41]=[CH:40][CH:39]=1)[C:2]1[CH:7]=[CH:6][CH:5]=[CH:4][CH:3]=1. The catalyst class is: 388.